From a dataset of Full USPTO retrosynthesis dataset with 1.9M reactions from patents (1976-2016). Predict the reactants needed to synthesize the given product. Given the product [CH3:21][C:5]1[CH:4]=[CH:3][C:2]([NH:1][C:34]([C:33]2[CH:37]=[CH:38][C:30]([CH2:29][N:26]3[CH2:25][CH2:24][N:23]([CH3:22])[CH2:28][CH2:27]3)=[CH:31][CH:32]=2)=[O:35])=[CH:7][C:6]=1[NH:8][C:9]1[N:10]=[CH:11][CH:12]=[C:13]([C:15]2[CH:20]=[CH:19][CH:18]=[N:17][CH:16]=2)[N:14]=1, predict the reactants needed to synthesize it. The reactants are: [NH2:1][C:2]1[CH:3]=[CH:4][C:5]([CH3:21])=[C:6]([NH:8][C:9]2[N:14]=[C:13]([C:15]3[CH:16]=[N:17][CH:18]=[CH:19][CH:20]=3)[CH:12]=[CH:11][N:10]=2)[CH:7]=1.[CH3:22][N:23]1[CH2:28][CH2:27][N:26]([CH2:29][C:30]2[CH:38]=[CH:37][C:33]([C:34](Cl)=[O:35])=[CH:32][CH:31]=2)[CH2:25][CH2:24]1.[OH-].[K+].